This data is from Full USPTO retrosynthesis dataset with 1.9M reactions from patents (1976-2016). The task is: Predict the reactants needed to synthesize the given product. (1) The reactants are: [Br:1][C:2]1[CH:11]=[CH:10][C:5]([C:6]([O:8][CH3:9])=[O:7])=[CH:4][C:3]=1[C:12](OC)=[O:13].[H-].C([Al+]CC(C)C)C(C)C.CO. Given the product [Br:1][C:2]1[CH:11]=[CH:10][C:5]([C:6]([O:8][CH3:9])=[O:7])=[CH:4][C:3]=1[CH2:12][OH:13], predict the reactants needed to synthesize it. (2) Given the product [NH:29]1[CH:30]=[C:26]([C:24]2[N:23]=[CH:22][N:21]([C:20]3[CH:19]=[CH:18][N:17]=[C:16]4[N:12]([C:10]5[CH:9]=[CH:8][C:4]([C:5]([NH2:7])=[O:6])=[C:3]([NH:2][CH:41]6[CH2:46][CH2:45][CH:44]([OH:55])[CH2:43][CH2:42]6)[CH:11]=5)[N:13]=[C:14]([CH:38]([CH3:39])[CH3:40])[C:15]=34)[CH:25]=2)[CH:27]=[N:28]1, predict the reactants needed to synthesize it. The reactants are: O[N:2]([CH:41]1[CH2:46][CH2:45][CH2:44][CH2:43][CH2:42]1)[C:3]1[CH:11]=[C:10]([N:12]2[C:16]3=[N:17][CH:18]=[CH:19][C:20]([N:21]4[CH:25]=[C:24]([C:26]5[CH:27]=[N:28][N:29](CC6C=CC=CC=6)[CH:30]=5)[N:23]=[CH:22]4)=[C:15]3[C:14]([CH:38]([CH3:40])[CH3:39])=[N:13]2)[CH:9]=[CH:8][C:4]=1[C:5]([NH2:7])=[O:6].C1CCCCC=1.C([OH:55])C.